The task is: Predict the reaction yield, written as a fraction of the theoretical maximum amount of product (1.0 means a 100% yield; for example, 0.34 means a 34% yield).. This data is from Buchwald-Hartwig C-N cross coupling reaction yields with 55,370 reactions. (1) The reactants are CCc1ccc(Cl)cc1.Cc1ccc(N)cc1.O=S(=O)(O[Pd]1c2ccccc2-c2ccccc2N~1)C(F)(F)F.COc1ccc(OC)c(P([C@]23C[C@H]4C[C@H](C[C@H](C4)C2)C3)[C@]23C[C@H]4C[C@H](C[C@H](C4)C2)C3)c1-c1c(C(C)C)cc(C(C)C)cc1C(C)C.CCN=P(N=P(N(C)C)(N(C)C)N(C)C)(N(C)C)N(C)C.COC(=O)c1ccno1. No catalyst specified. The product is CCc1ccc(Nc2ccc(C)cc2)cc1. The yield is 0.00527. (2) The reactants are Brc1cccnc1.Cc1ccc(N)cc1.O=S(=O)(O[Pd]1c2ccccc2-c2ccccc2N~1)C(F)(F)F.COc1ccc(OC)c(P([C@]23C[C@H]4C[C@H](C[C@H](C4)C2)C3)[C@]23C[C@H]4C[C@H](C[C@H](C4)C2)C3)c1-c1c(C(C)C)cc(C(C)C)cc1C(C)C.CN(C)C(=NC(C)(C)C)N(C)C.COC(=O)c1ccno1. No catalyst specified. The product is Cc1ccc(Nc2cccnc2)cc1. The yield is 0.126. (3) The product is Cc1ccc(Nc2ccc(C(F)(F)F)cc2)cc1. The yield is 0.477. No catalyst specified. The reactants are FC(F)(F)c1ccc(I)cc1.Cc1ccc(N)cc1.O=S(=O)(O[Pd]1c2ccccc2-c2ccccc2N~1)C(F)(F)F.COc1ccc(OC)c(P(C(C)(C)C)C(C)(C)C)c1-c1c(C(C)C)cc(C(C)C)cc1C(C)C.CN1CCCN2CCCN=C12.Cc1ccon1. (4) The reactants are FC(F)(F)c1ccc(Br)cc1.Cc1ccc(N)cc1.O=S(=O)(O[Pd]1c2ccccc2-c2ccccc2N~1)C(F)(F)F.COc1ccc(OC)c(P([C@]23C[C@H]4C[C@H](C[C@H](C4)C2)C3)[C@]23C[C@H]4C[C@H](C[C@H](C4)C2)C3)c1-c1c(C(C)C)cc(C(C)C)cc1C(C)C.CN1CCCN2CCCN=C12.Cc1ccno1. No catalyst specified. The product is Cc1ccc(Nc2ccc(C(F)(F)F)cc2)cc1. The yield is 0.295.